This data is from Forward reaction prediction with 1.9M reactions from USPTO patents (1976-2016). The task is: Predict the product of the given reaction. (1) Given the reactants Br[C:2]1[CH:3]=[C:4]([C@@H:9]2[CH2:13][NH:12][C:11](=[O:14])[CH2:10]2)[CH:5]=[CH:6][C:7]=1[Cl:8].C[O:16][C:17]([C:19]1[CH:24]=[CH:23][C:22](B(O)O)=[CH:21][CH:20]=1)=[O:18].P([O-])([O-])([O-])=O.[K+].[K+].[K+], predict the reaction product. The product is: [O:14]=[C:11]1[NH:12][CH2:13][C@@H:9]([C:4]2[CH:5]=[CH:6][C:7]([Cl:8])=[C:2]([C:22]3[CH:23]=[CH:24][C:19]([C:17]([OH:18])=[O:16])=[CH:20][CH:21]=3)[CH:3]=2)[CH2:10]1. (2) Given the reactants [C:1]1([CH2:7][CH2:8][C:9](=O)[CH3:10])[CH:6]=[CH:5][CH:4]=[CH:3][CH:2]=1.C[Si](C)(C)[O:14][SiH](C)C.[F-].C([N+](CCCC)(CCCC)CCCC)CCC, predict the reaction product. The product is: [C:1]1([CH2:7][CH2:8][CH2:9][CH2:10][OH:14])[CH:6]=[CH:5][CH:4]=[CH:3][CH:2]=1. (3) The product is: [CH2:14]([O:13][C:12]1[C:11](=[O:21])[N:10]=[C:9]([CH2:22][C:23]2[CH:28]=[CH:27][CH:26]=[CH:25][C:24]=2[C:29]2[CH2:34][CH2:33][CH2:32][CH2:31][CH:30]=2)[N:8]2[CH2:2][CH2:3][N:4]([CH:35]([CH3:37])[CH3:36])[C:5](=[O:6])[C:7]=12)[C:15]1[CH:20]=[CH:19][CH:18]=[CH:17][CH:16]=1. Given the reactants O[CH2:2][CH2:3][N:4]([CH:35]([CH3:37])[CH3:36])[C:5]([C:7]1[C:12]([O:13][CH2:14][C:15]2[CH:20]=[CH:19][CH:18]=[CH:17][CH:16]=2)=[C:11]([OH:21])[N:10]=[C:9]([CH2:22][C:23]2[CH:28]=[CH:27][CH:26]=[CH:25][C:24]=2[C:29]2[CH2:34][CH2:33][CH2:32][CH2:31][CH:30]=2)[N:8]=1)=[O:6].C(OC1C(=O)N=C(CC2C=CC=C(Cl)C=2Cl)N2CCN(C(C)C)C(=O)C=12)C1C=CC=CC=1, predict the reaction product. (4) Given the reactants [CH:1](=[C:8](/[CH2:11][CH2:12][CH2:13][CH2:14][CH2:15][CH3:16])\[CH:9]=[O:10])/[C:2]1[CH:7]=[CH:6][CH:5]=[CH:4][CH:3]=1.C1CCN2C(=NCCC2)CC1.[SH:28][CH2:29][CH2:30][C:31]([O:33][CH3:34])=[O:32], predict the reaction product. The product is: [CH:9]([CH:8]([CH2:11][CH2:12][CH2:13][CH2:14][CH2:15][CH3:16])[CH:1]([S:28][CH2:29][CH2:30][C:31]([O:33][CH3:34])=[O:32])[C:2]1[CH:7]=[CH:6][CH:5]=[CH:4][CH:3]=1)=[O:10].